Dataset: Forward reaction prediction with 1.9M reactions from USPTO patents (1976-2016). Task: Predict the product of the given reaction. (1) Given the reactants Br.[CH3:2][N:3]1[CH2:8][CH2:7][N:6]([C:9]2[S:10][CH:11]=[C:12]([C:14]3[CH:22]=[CH:21][C:17]([C:18]([OH:20])=O)=[CH:16][CH:15]=3)[N:13]=2)[CH2:5][CH2:4]1.CS(O)(=O)=O.[NH2:28][C@@H:29]([CH2:36][C:37]1[CH:42]=[C:41]([I:43])[C:40]([OH:44])=[C:39]([I:45])[CH:38]=1)[C:30]([NH:32][CH2:33][C:34]#[N:35])=[O:31].CN(C(ON1N=NC2C=CC=NC1=2)=[N+](C)C)C.F[P-](F)(F)(F)(F)F.C(N(CC)CC)C, predict the reaction product. The product is: [C:34]([CH2:33][NH:32][C:30]([C@@H:29]([NH:28][C:18](=[O:20])[C:17]1[CH:16]=[CH:15][C:14]([C:12]2[N:13]=[C:9]([N:6]3[CH2:5][CH2:4][N:3]([CH3:2])[CH2:8][CH2:7]3)[S:10][CH:11]=2)=[CH:22][CH:21]=1)[CH2:36][C:37]1[CH:42]=[C:41]([I:43])[C:40]([OH:44])=[C:39]([I:45])[CH:38]=1)=[O:31])#[N:35]. (2) Given the reactants [NH:1]1[CH:5]=[CH:4][CH:3]=[N:2]1.CN1CCNCC1.N1C=CN=C1.C([O:20][C:21]([C:23]1[NH:24][C:25]2[C:30]([CH:31]=1)=[CH:29][CH:28]=[C:27]([CH3:32])[CH:26]=2)=[O:22])C.C(CNC([C@@H]1CCCC[C@@H]1NC(C1NC2C(C=1)=CC=C(CN1C=CC=N1)C=2)=O)=O)#N.C(CNC([C@@H]1CCCC[C@@H]1NC(C1NC2C(C=1)=CC=C(CN1CCN(C)CC1)C=2)=O)=O)#N, predict the reaction product. The product is: [N:1]1([CH2:32][C:27]2[CH:26]=[C:25]3[C:30]([CH:31]=[C:23]([C:21]([OH:22])=[O:20])[NH:24]3)=[CH:29][CH:28]=2)[CH:5]=[CH:4][CH:3]=[N:2]1.